This data is from Forward reaction prediction with 1.9M reactions from USPTO patents (1976-2016). The task is: Predict the product of the given reaction. (1) Given the reactants CO.[CH3:3][NH2:4].[BH4-].[Na+].[Br:7][C:8]1[N:12]([S:13]([C:16]2[CH:21]=[CH:20][CH:19]=[CH:18][CH:17]=2)(=[O:15])=[O:14])[CH:11]=[C:10]([CH:22]=O)[C:9]=1[CH:24]([CH3:26])[CH3:25], predict the reaction product. The product is: [Br:7][C:8]1[N:12]([S:13]([C:16]2[CH:21]=[CH:20][CH:19]=[CH:18][CH:17]=2)(=[O:15])=[O:14])[CH:11]=[C:10]([CH2:22][NH:4][CH3:3])[C:9]=1[CH:24]([CH3:26])[CH3:25]. (2) Given the reactants [O:1]=[C:2]1[NH:8][C:7]2[C:9]3[C:14]([CH:15]=[CH:16][C:6]=2[N:5]([C:17]2[CH:22]=[CH:21][C:20]([NH:23][S:24]([C:27]4[CH:32]=[CH:31][CH:30]=[CH:29][C:28]=4[N+:33]([O-:35])=[O:34])(=[O:26])=[O:25])=[CH:19][CH:18]=2)[C:4](=[O:36])[CH2:3]1)=[CH:13][CH:12]=[CH:11][CH:10]=3.CN(C)C=O.[C:42](=[O:45])([O-])[O-].[K+].[K+].[CH2:48](Br)[C:49]1[CH:54]=[CH:53][CH:52]=[CH:51][CH:50]=1, predict the reaction product. The product is: [CH2:48]([N:23]([C:20]1[CH:21]=[CH:22][C:17]([N:5]2[C:4](=[O:36])[CH2:3][C:42](=[O:45])[N:8]([CH2:2][C:6]3[CH:16]=[CH:15][CH:14]=[CH:9][CH:7]=3)[C:7]3[C:9]4[C:14]([CH:15]=[CH:16][C:6]2=3)=[CH:13][CH:12]=[CH:11][CH:10]=4)=[CH:18][CH:19]=1)[S:24]([C:27]1[CH:32]=[CH:31][CH:30]=[CH:29][C:28]=1[N+:33]([O-:35])=[O:34])(=[O:26])=[O:25])[C:49]1[CH:54]=[CH:53][CH:52]=[CH:51][CH:50]=1.[CH2:48]([N:23]([C:20]1[CH:21]=[CH:22][C:17]([N:5]2[C:4](=[O:36])[CH2:3][C:2](=[O:1])[NH:8][C:7]3[C:9]4[C:14]([CH:15]=[CH:16][C:6]2=3)=[CH:13][CH:12]=[CH:11][CH:10]=4)=[CH:18][CH:19]=1)[S:24]([C:27]1[CH:32]=[CH:31][CH:30]=[CH:29][C:28]=1[N+:33]([O-:35])=[O:34])(=[O:26])=[O:25])[C:49]1[CH:54]=[CH:53][CH:52]=[CH:51][CH:50]=1. (3) The product is: [CH3:1][NH:2][C:3]1[N:8]=[CH:7][N:6]=[C:5]([CH2:9][C:10]2[CH:15]=[CH:14][C:13]([NH:16][C:36]([NH:35][C:31]3[CH:32]=[CH:33][CH:34]=[C:29]([C:28]([F:38])([F:39])[F:27])[CH:30]=3)=[O:37])=[CH:12][CH:11]=2)[CH:4]=1. Given the reactants [CH3:1][NH:2][C:3]1[N:8]=[CH:7][N:6]=[C:5]([CH2:9][C:10]2[CH:15]=[CH:14][C:13]([NH:16]C(NC3C=CC(C)=CC=3)=O)=[CH:12][CH:11]=2)[CH:4]=1.[F:27][C:28]([F:39])([F:38])[C:29]1[CH:34]=[CH:33][CH:32]=[C:31]([N:35]=[C:36]=[O:37])[CH:30]=1, predict the reaction product. (4) Given the reactants [Cl:1][C:2]1[CH:3]=[C:4]([CH2:19][C:20]([O:22]C)=[O:21])[CH:5]=[CH:6][C:7]=1[NH:8][C:9]([NH:11][C:12]1[CH:17]=[CH:16][CH:15]=[CH:14][C:13]=1[Cl:18])=[O:10].[OH-].[Na+], predict the reaction product. The product is: [Cl:1][C:2]1[CH:3]=[C:4]([CH2:19][C:20]([OH:22])=[O:21])[CH:5]=[CH:6][C:7]=1[NH:8][C:9]([NH:11][C:12]1[CH:17]=[CH:16][CH:15]=[CH:14][C:13]=1[Cl:18])=[O:10]. (5) Given the reactants N1C=CC=CC=1.[OH:7][C:8]1[CH:17]=[CH:16][C:15]([O:18][C:19]2[CH:24]=[CH:23][C:22]([N+:25]([O-:27])=[O:26])=[C:21]([C:28]([O:30][CH3:31])=[O:29])[CH:20]=2)=[CH:14][C:9]=1[C:10]([O:12][CH3:13])=[O:11].[S:32](O[S:32]([C:35]([F:38])([F:37])[F:36])(=[O:34])=[O:33])([C:35]([F:38])([F:37])[F:36])(=[O:34])=[O:33].C(Cl)Cl, predict the reaction product. The product is: [CH3:13][O:12][C:10]([C:9]1[CH:14]=[C:15]([CH:16]=[CH:17][C:8]=1[O:7][S:32]([C:35]([F:38])([F:37])[F:36])(=[O:34])=[O:33])[O:18][C:19]1[CH:24]=[CH:23][C:22]([N+:25]([O-:27])=[O:26])=[C:21]([CH:20]=1)[C:28]([O:30][CH3:31])=[O:29])=[O:11]. (6) Given the reactants [Cl:1][CH2:2][C:3]([C:5]1[CH:10]=[CH:9][CH:8]=[CH:7][CH:6]=1)=[O:4].[N:11]1([CH:18]([C:30]2[CH:35]=[CH:34][CH:33]=[CH:32][CH:31]=2)[C:19]([O:21][C@@H:22]2[CH:27]3[CH2:28][CH2:29][N:24]([CH2:25][CH2:26]3)[CH2:23]2)=[O:20])[CH2:17][CH2:16][CH2:15][CH2:14][CH2:13][CH2:12]1.CCOCC, predict the reaction product. The product is: [Cl-:1].[N:11]1([CH:18]([C:30]2[CH:31]=[CH:32][CH:33]=[CH:34][CH:35]=2)[C:19]([O:21][C@@H:22]2[CH:27]3[CH2:28][CH2:29][N+:24]([CH2:2][C:3](=[O:4])[C:5]4[CH:10]=[CH:9][CH:8]=[CH:7][CH:6]=4)([CH2:25][CH2:26]3)[CH2:23]2)=[O:20])[CH2:12][CH2:13][CH2:14][CH2:15][CH2:16][CH2:17]1.